This data is from Reaction yield outcomes from USPTO patents with 853,638 reactions. The task is: Predict the reaction yield, written as a fraction of the theoretical maximum amount of product (1.0 means a 100% yield; for example, 0.34 means a 34% yield). (1) The catalyst is C1COCC1.[Co](Cl)Cl.CC(O)=O.O. The product is [OH:1][CH:2]([C:19]1[CH:24]=[CH:23][CH:22]=[CH:21][C:20]=1[O:25][CH3:26])[CH2:3][O:4][C:5]1[CH:18]=[CH:17][C:8]([CH2:9][CH:10]2[S:14][C:13](=[O:15])[NH:12][C:11]2=[O:16])=[CH:7][CH:6]=1. The reactants are [OH:1][CH:2]([C:19]1[CH:24]=[CH:23][CH:22]=[CH:21][C:20]=1[O:25][CH3:26])[CH2:3][O:4][C:5]1[CH:18]=[CH:17][C:8](/[CH:9]=[C:10]2/[C:11](=[O:16])[NH:12][C:13](=[O:15])[S:14]/2)=[CH:7][CH:6]=1.N1C=CC=CC=1C1C=CC=CN=1.[BH4-].[Na+].[BH4-]. The yield is 0.630. (2) The reactants are [NH2:1][C:2]1[C:3]2[CH:15]=[CH:14][CH:13]=[CH:12][C:4]=2[O:5][C:6]=1[C:7]([O:9][CH2:10][CH3:11])=[O:8].CO[CH:18](OC)[N:19]([CH3:21])[CH3:20]. No catalyst specified. The product is [CH2:10]([O:9][C:7]([C:6]1[O:5][C:4]2[CH:12]=[CH:13][CH:14]=[CH:15][C:3]=2[C:2]=1[N:1]=[CH:18][N:19]([CH3:21])[CH3:20])=[O:8])[CH3:11]. The yield is 0.750.